Predict which catalyst facilitates the given reaction. From a dataset of Catalyst prediction with 721,799 reactions and 888 catalyst types from USPTO. (1) Reactant: [C:1]([N:3]=[C:4](OC1C=CC=CC=1)[NH:5][C:6]1[CH:11]=[CH:10][CH:9]=[C:8]([F:12])[CH:7]=1)#[N:2].ClC1C=C(NC(=NC#N)OC2C=CC=CC=2)C=CC=1.[CH3:39][C:40]1[C:48]2[C:47]([N:49]3[CH2:54][CH2:53][NH:52][C@@H:51]([CH3:55])[CH2:50]3)=[N:46][CH:45]=[N:44][C:43]=2[NH:42][CH:41]=1.C(N(CC)C(C)C)(C)C. Product: [C:1]([N:3]=[C:4]([N:52]1[CH2:53][CH2:54][N:49]([C:47]2[C:48]3[C:40]([CH3:39])=[CH:41][NH:42][C:43]=3[N:44]=[CH:45][N:46]=2)[CH2:50][C@@H:51]1[CH3:55])[NH:5][C:6]1[CH:11]=[CH:10][CH:9]=[C:8]([F:12])[CH:7]=1)#[N:2]. The catalyst class is: 10. (2) Reactant: [CH3:1][C:2]1([CH3:32])[O:6][C@H:5]([CH2:7][O:8][C:9]2[CH:14]=[CH:13][C:12]([C:15]([C:20]3[CH:25]=[CH:24][C:23]([CH2:26][C:27](O)=[O:28])=[C:22]([CH3:30])[CH:21]=3)([CH2:18][CH3:19])[CH2:16][CH3:17])=[CH:11][C:10]=2[CH3:31])[CH2:4][O:3]1.[C:33]([NH2:37])([CH3:36])([CH3:35])[CH3:34].C(Cl)CCl.C1C=CC2N(O)N=NC=2C=1.C(N(C(C)C)C(C)C)C. Product: [C:33]([NH:37][C:27](=[O:28])[CH2:26][C:23]1[CH:24]=[CH:25][C:20]([C:15]([C:12]2[CH:13]=[CH:14][C:9]([O:8][CH2:7][C@@H:5]3[CH2:4][O:3][C:2]([CH3:1])([CH3:32])[O:6]3)=[C:10]([CH3:31])[CH:11]=2)([CH2:18][CH3:19])[CH2:16][CH3:17])=[CH:21][C:22]=1[CH3:30])([CH3:36])([CH3:35])[CH3:34]. The catalyst class is: 18. (3) Reactant: C[O:2][C:3]1[CH:8]=[CH:7][C:6]([C:9](=[C:21]2[CH2:26][C:25]([CH3:28])([CH3:27])[CH2:24][C:23]([CH3:30])([CH3:29])[CH2:22]2)[C:10]2[CH:15]=[CH:14][C:13]([NH:16][S:17]([CH3:20])(=[O:19])=[O:18])=[CH:12][CH:11]=2)=[CH:5][CH:4]=1.B(Br)(Br)Br. Product: [OH:2][C:3]1[CH:8]=[CH:7][C:6]([C:9](=[C:21]2[CH2:22][C:23]([CH3:30])([CH3:29])[CH2:24][C:25]([CH3:28])([CH3:27])[CH2:26]2)[C:10]2[CH:15]=[CH:14][C:13]([NH:16][S:17]([CH3:20])(=[O:19])=[O:18])=[CH:12][CH:11]=2)=[CH:5][CH:4]=1. The catalyst class is: 4. (4) Reactant: [CH:1]([NH2:4])([CH3:3])[CH3:2].C(N(CC)C(C)C)(C)C.[Cl:14][C:15]1[N:20]=[C:19](Cl)[C:18]([N+:22]([O-:24])=[O:23])=[C:17]([O:25][CH3:26])[N:16]=1. The catalyst class is: 4. Product: [Cl:14][C:15]1[N:20]=[C:19]([NH:4][CH:1]([CH3:3])[CH3:2])[C:18]([N+:22]([O-:24])=[O:23])=[C:17]([O:25][CH3:26])[N:16]=1. (5) Reactant: [Cl:1][C:2]1[N:7]=[C:6]([N:8]2[CH2:12][CH2:11][C:10]([CH3:14])([OH:13])[CH2:9]2)[C:5]([F:15])=[C:4](Cl)[N:3]=1.O.[NH2:18][NH2:19]. The catalyst class is: 16. Product: [Cl:1][C:2]1[N:7]=[C:6]([N:8]2[CH2:12][CH2:11][C:10]([CH3:14])([OH:13])[CH2:9]2)[C:5]([F:15])=[C:4]([NH:18][NH2:19])[N:3]=1.